This data is from Reaction yield outcomes from USPTO patents with 853,638 reactions. The task is: Predict the reaction yield, written as a fraction of the theoretical maximum amount of product (1.0 means a 100% yield; for example, 0.34 means a 34% yield). (1) The reactants are [CH:1]1([N:4]2[CH2:9][CH2:8][C:7]([S:17]([C:20]3[CH:25]=[CH:24][C:23]([C:26]4[CH:31]=[CH:30][C:29]([O:32][C:33]([F:38])([F:37])[CH:34]([F:36])[F:35])=[CH:28][CH:27]=4)=[CH:22][CH:21]=3)(=[O:19])=[O:18])([C:10]([O:12][C:13]([CH3:16])([CH3:15])[CH3:14])=[O:11])[CH2:6][CH2:5]2)[CH2:3][CH2:2]1.[I-].[Cs+].II.N(O[CH2:46][CH2:47][CH:48](C)[CH3:49])=O. The catalyst is [Cu]I.COCCOC. The product is [CH2:1]([N:4]1[CH2:5][CH2:6][C:7]([S:17]([C:20]2[CH:25]=[CH:24][C:23]([C:26]3[CH:31]=[CH:30][C:29]([O:32][C:33]([F:37])([F:38])[CH:34]([F:35])[F:36])=[CH:28][CH:27]=3)=[CH:22][CH:21]=2)(=[O:19])=[O:18])([C:10]([O:12][C:13]([CH3:15])([CH3:14])[CH3:16])=[O:11])[CH2:8][CH2:9]1)[C:2]1[CH:3]=[CH:49][CH:48]=[CH:47][CH:46]=1. The yield is 0.740. (2) The reactants are [CH3:1][C:2]1([CH3:14])[CH:6]([C:7]#[C:8][Si](C)(C)C)[O:5][C:4](=[O:13])[NH:3]1.C([O-])([O-])=O.[K+].[K+]. The catalyst is CO. The product is [CH3:1][C:2]1([CH3:14])[CH:6]([C:7]#[CH:8])[O:5][C:4](=[O:13])[NH:3]1. The yield is 0.530. (3) The reactants are [OH:1][C:2]1[CH:7]=[CH:6][C:5]([C:8]2[CH:13]=[CH:12][C:11]([C:14]#[N:15])=[C:10]([CH3:16])[CH:9]=2)=[CH:4][CH:3]=1.[Na+].[I-:18].[OH-].[Na+]. The catalyst is CO. The product is [OH:1][C:2]1[CH:3]=[CH:4][C:5]([C:8]2[CH:13]=[CH:12][C:11]([C:14]#[N:15])=[C:10]([CH3:16])[CH:9]=2)=[CH:6][C:7]=1[I:18]. The yield is 0.520. (4) The reactants are C(OC([NH:8][C@H:9]([C:11]([NH:13][CH:14]1[N:20]=[C:19]([C:21]2[CH:26]=[CH:25][CH:24]=[CH:23][CH:22]=2)[C:18]2[CH:27]=[CH:28][CH:29]=[CH:30][C:17]=2[N:16]([CH2:31][CH2:32][CH2:33][C:34]([F:37])([F:36])[F:35])[C:15]1=[O:38])=[O:12])[CH3:10])=O)(C)(C)C.C(O)(C(F)(F)F)=O.C(Cl)Cl. No catalyst specified. The product is [NH2:8][C@H:9]([C:11]([NH:13][CH:14]1[N:20]=[C:19]([C:21]2[CH:26]=[CH:25][CH:24]=[CH:23][CH:22]=2)[C:18]2[CH:27]=[CH:28][CH:29]=[CH:30][C:17]=2[N:16]([CH2:31][CH2:32][CH2:33][C:34]([F:37])([F:35])[F:36])[C:15]1=[O:38])=[O:12])[CH3:10]. The yield is 0.680.